From a dataset of Reaction yield outcomes from USPTO patents with 853,638 reactions. Predict the reaction yield, written as a fraction of the theoretical maximum amount of product (1.0 means a 100% yield; for example, 0.34 means a 34% yield). (1) The reactants are C1COC2C=CC(NC3C(F)=CN=C(NC4C=CC=C(O)C=4)N=3)=CC=2O1.[NH2:27][C:28]1[CH:29]=[C:30]([CH:33]=[CH:34][CH:35]=1)[C:31]#[N:32].[Cl:36][C:37]1[N:42]=[C:41](Cl)[C:40]([F:44])=[CH:39][N:38]=1. No catalyst specified. The product is [Cl:36][C:37]1[N:42]=[C:41]([NH:27][C:28]2[CH:35]=[CH:34][CH:33]=[C:30]([C:31]#[N:32])[CH:29]=2)[C:40]([F:44])=[CH:39][N:38]=1. The yield is 0.860. (2) The reactants are [CH2:1]1[CH:10]2[N:5]([CH2:6][CH2:7][CH2:8][CH2:9]2)[CH2:4][CH:3]([C:11](OCC)=[O:12])[CH2:2]1.[H-].[Al+3].[Li+].[H-].[H-].[H-].C(OCC)(=O)C.[OH-].[Na+]. The catalyst is O1CCCC1.O. The product is [CH2:1]1[CH:10]2[N:5]([CH2:6][CH2:7][CH2:8][CH2:9]2)[CH2:4][CH:3]([CH2:11][OH:12])[CH2:2]1. The yield is 0.880. (3) The reactants are [F:1][C:2]1[CH:7]=[CH:6][C:5]([C:8]2[O:12][C:11]([C:13]3[CH:18]=[CH:17][C:16]([C@@H:19]4[O:24][CH2:23][CH2:22][N:21](C(OC(C)(C)C)=O)[CH2:20]4)=[CH:15][CH:14]=3)=[N:10][N:9]=2)=[CH:4][CH:3]=1.[ClH:32].CCOCC. The catalyst is O1CCOCC1. The product is [ClH:32].[F:1][C:2]1[CH:7]=[CH:6][C:5]([C:8]2[O:12][C:11]([C:13]3[CH:14]=[CH:15][C:16]([C@@H:19]4[O:24][CH2:23][CH2:22][NH:21][CH2:20]4)=[CH:17][CH:18]=3)=[N:10][N:9]=2)=[CH:4][CH:3]=1. The yield is 0.840. (4) The reactants are OC(C(F)(F)F)=O.[CH:8]([N:11]1[C:15]([C:16]2[S:17][C:18]3[CH2:19][CH2:20][O:21][C:22]4[CH:29]=[C:28]([CH:30]5[CH2:35][CH2:34][NH:33][CH2:32][CH2:31]5)[CH:27]=[CH:26][C:23]=4[C:24]=3[N:25]=2)=[N:14][CH:13]=[N:12]1)([CH3:10])[CH3:9].[CH:36]([S:38]([CH3:41])(=[O:40])=[O:39])=[CH2:37].C(Cl)Cl.CO. The catalyst is O.C(O)C. The product is [CH:8]([N:11]1[C:15]([C:16]2[S:17][C:18]3[CH2:19][CH2:20][O:21][C:22]4[CH:29]=[C:28]([CH:30]5[CH2:35][CH2:34][N:33]([CH2:37][CH2:36][S:38]([CH3:41])(=[O:40])=[O:39])[CH2:32][CH2:31]5)[CH:27]=[CH:26][C:23]=4[C:24]=3[N:25]=2)=[N:14][CH:13]=[N:12]1)([CH3:10])[CH3:9]. The yield is 0.710. (5) The reactants are [CH3:1][O:2][C:3]1[CH:4]=[C:5]([C:11](=[O:22])[CH2:12][CH2:13][CH2:14][CH2:15][C:16]#[C:17][Si:18]([CH3:21])([CH3:20])[CH3:19])[CH:6]=[C:7]([O:9][CH3:10])[CH:8]=1.[CH3:23][Mg]Br.[Cl-].[NH4+]. The catalyst is CCOCC. The product is [CH3:10][O:9][C:7]1[CH:6]=[C:5]([C:11]([OH:22])([CH3:23])[CH2:12][CH2:13][CH2:14][CH2:15][C:16]#[C:17][Si:18]([CH3:21])([CH3:20])[CH3:19])[CH:4]=[C:3]([O:2][CH3:1])[CH:8]=1. The yield is 0.950.